This data is from Catalyst prediction with 721,799 reactions and 888 catalyst types from USPTO. The task is: Predict which catalyst facilitates the given reaction. (1) Reactant: C1(C)C=CC(S(O)(=O)=O)=CC=1.[CH3:12][C:13]1[CH:19]=C(O)C=C[C:14]=1[OH:15].[C:21]([CH2:34][C:35]([CH2:38][CH2:39][OH:40])([F:37])[F:36])([C:24]([C:27]([C:30]([F:33])([F:32])[F:31])([F:29])[F:28])([F:26])[F:25])([F:23])[F:22].C(O)(=O)C(C)=C. Product: [C:21]([CH2:34][C:35]([CH2:38][CH2:39][O:40][C:14]([C:13](=[CH2:12])[CH3:19])=[O:15])([F:37])[F:36])([C:24]([C:27]([C:30]([F:31])([F:32])[F:33])([F:29])[F:28])([F:26])[F:25])([F:23])[F:22]. The catalyst class is: 244. (2) Reactant: [NH2:1][C:2]1[CH:3]=[C:4]2[C:8](=[CH:9][CH:10]=1)[CH2:7][C@:6]1([C:14](=[O:15])[NH:13][C:12](=[O:16])[N:11]1[CH3:17])[CH2:5]2.[Br:18]N1C(=O)CCC1=O. Product: [NH2:1][C:2]1[C:3]([Br:18])=[C:4]2[C:8](=[CH:9][CH:10]=1)[CH2:7][C@:6]1([C:14](=[O:15])[NH:13][C:12](=[O:16])[N:11]1[CH3:17])[CH2:5]2. The catalyst class is: 22.